This data is from Catalyst prediction with 721,799 reactions and 888 catalyst types from USPTO. The task is: Predict which catalyst facilitates the given reaction. (1) Reactant: COC1C=C(OC)C=CC=1C[NH:6][C:7]([C:9]1[CH:27]=[CH:26][C:12]2[CH2:13][C@@H:14]3[C@H:19]([CH3:20])[C@:18]([CH3:21])([C:11]=2[CH:10]=1)[CH2:17][CH2:16][N:15]3[CH2:22][CH2:23][O:24][CH3:25])=[O:8]. Product: [CH3:25][O:24][CH2:23][CH2:22][N:15]1[CH2:16][CH2:17][C@:18]2([CH3:21])[C@@H:19]([CH3:20])[C@H:14]1[CH2:13][C:12]1[CH:26]=[CH:27][C:9]([C:7]([NH2:6])=[O:8])=[CH:10][C:11]=12. The catalyst class is: 55. (2) Reactant: Cl.[I:2][C:3]1[CH:15]=[CH:14][C:6]([CH2:7][C@@H:8]([C:10]([O:12][CH3:13])=[O:11])[NH2:9])=[CH:5][CH:4]=1.[C:16]([O:20][C:21]([NH:23][CH2:24][C@H:25]1[CH2:30][CH2:29][C@H:28]([C:31](O)=[O:32])[CH2:27][CH2:26]1)=[O:22])([CH3:19])([CH3:18])[CH3:17].C(N(CC)C(C)C)(C)C.C(P1(=O)OP(=O)(CCC)OP(=O)(CCC)O1)CC. Product: [C:16]([O:20][C:21]([NH:23][CH2:24][C@H:25]1[CH2:26][CH2:27][C@H:28]([C:31]([NH:9][C@H:8]([C:10]([O:12][CH3:13])=[O:11])[CH2:7][C:6]2[CH:5]=[CH:4][C:3]([I:2])=[CH:15][CH:14]=2)=[O:32])[CH2:29][CH2:30]1)=[O:22])([CH3:18])([CH3:19])[CH3:17]. The catalyst class is: 13.